From a dataset of Full USPTO retrosynthesis dataset with 1.9M reactions from patents (1976-2016). Predict the reactants needed to synthesize the given product. (1) Given the product [C:23]([C:27]1[CH:28]=[CH:29][C:30]([S:33][S:17][C:6]2[C:7]([CH2:13][CH:14]([CH3:16])[CH3:15])=[C:8]([C:9]([O:11][CH3:12])=[O:10])[C:3]([CH:2]([F:1])[F:22])=[N:4][C:5]=2[C:18]([F:21])([F:20])[F:19])=[CH:31][CH:32]=1)([CH3:26])([CH3:24])[CH3:25], predict the reactants needed to synthesize it. The reactants are: [F:1][CH:2]([F:22])[C:3]1[C:8]([C:9]([O:11][CH3:12])=[O:10])=[C:7]([CH2:13][CH:14]([CH3:16])[CH3:15])[C:6]([SH:17])=[C:5]([C:18]([F:21])([F:20])[F:19])[N:4]=1.[C:23]([C:27]1[CH:32]=[CH:31][C:30]([SH:33])=[CH:29][CH:28]=1)([CH3:26])([CH3:25])[CH3:24].BrBr.O. (2) Given the product [CH3:12][S:9]([CH2:8][C:6]1[N:5]=[C:4]([C:13]2[CH:14]=[C:15]3[C:19](=[CH:20][CH:21]=2)[NH:18][CH:17]=[CH:16]3)[CH:3]=[C:2]([N:22]2[CH2:27][CH2:26][O:25][CH2:24][CH2:23]2)[N:7]=1)(=[O:11])=[O:10], predict the reactants needed to synthesize it. The reactants are: Cl[C:2]1[N:7]=[C:6]([CH2:8][S:9]([CH3:12])(=[O:11])=[O:10])[N:5]=[C:4]([C:13]2[CH:14]=[C:15]3[C:19](=[CH:20][CH:21]=2)[NH:18][CH:17]=[CH:16]3)[CH:3]=1.[NH:22]1[CH2:27][CH2:26][O:25][CH2:24][CH2:23]1. (3) Given the product [F:11][C:8]1[CH:9]=[CH:10][C:5]([C@H:3]2[CH2:2][O:4]2)=[CH:6][CH:7]=1, predict the reactants needed to synthesize it. The reactants are: Br[CH2:2][C@H:3]([C:5]1[CH:10]=[CH:9][C:8]([F:11])=[CH:7][CH:6]=1)[OH:4].[OH-].[Na+].